The task is: Predict the product of the given reaction.. This data is from Forward reaction prediction with 1.9M reactions from USPTO patents (1976-2016). (1) Given the reactants [CH:1]1([CH2:7][N:8]2[C:12](OS(C(F)(F)F)(=O)=O)=[CH:11][C:10]([C:21]([O:23][CH2:24][CH3:25])=[O:22])=[N:9]2)[CH2:6][CH2:5][CH2:4][CH2:3][CH2:2]1.[C:26]([C:30]1[CH:31]=[C:32](B2OC(C)(C)C(C)(C)O2)[CH:33]=[C:34]([C:36]2([CH3:39])[CH2:38][CH2:37]2)[CH:35]=1)([CH3:29])([CH3:28])[CH3:27].C([O-])([O-])=O.[K+].[K+].O, predict the reaction product. The product is: [C:26]([C:30]1[CH:31]=[C:32]([C:12]2[N:8]([CH2:7][CH:1]3[CH2:6][CH2:5][CH2:4][CH2:3][CH2:2]3)[N:9]=[C:10]([C:21]([O:23][CH2:24][CH3:25])=[O:22])[CH:11]=2)[CH:33]=[C:34]([C:36]2([CH3:39])[CH2:38][CH2:37]2)[CH:35]=1)([CH3:29])([CH3:27])[CH3:28]. (2) Given the reactants [C:1]([O:5][C:6]([N:8]1[CH2:13][CH2:12][N:11]([C:14]2[C:23]3[C:18](=[CH:19][C:20](B(O)O)=[C:21]([Cl:24])[CH:22]=3)[N:17]=[CH:16][N:15]=2)[CH2:10][CH2:9]1)=[O:7])([CH3:4])([CH3:3])[CH3:2].Br[C:29]1[CH:30]=[CH:31][CH:32]=[C:33]2[C:38]=1[N:37]=[CH:36][N:35]=[CH:34]2.C([O-])([O-])=O.[Na+].[Na+], predict the reaction product. The product is: [Cl:24][C:21]1[CH:22]=[C:23]2[C:18](=[CH:19][C:20]=1[C:29]1[CH:30]=[CH:31][CH:32]=[C:33]3[C:38]=1[N:37]=[CH:36][N:35]=[CH:34]3)[N:17]=[CH:16][N:15]=[C:14]2[N:11]1[CH2:12][CH2:13][N:8]([C:6]([O:5][C:1]([CH3:4])([CH3:3])[CH3:2])=[O:7])[CH2:9][CH2:10]1. (3) Given the reactants [OH:1][CH2:2][C:3]([CH2:14][OH:15])([C:9]([O:11]CC)=[O:10])[C:4]([O:6]CC)=[O:5].[OH-].[K+].[N+]([O-])(O)=O.[N+]([O-])([O-])=O.[Ag+:26], predict the reaction product. The product is: [OH:1][CH2:2][C:3]([CH2:14][OH:15])([C:9]([O-:11])=[O:10])[C:4]([O-:6])=[O:5].[Ag+2:26]. (4) Given the reactants [CH:1]1([C:4]2[C:5]([CH:18]([CH2:23][CH2:24][C:25]([O:27][CH3:28])=[O:26])[CH2:19][C:20]([O-:22])=O)=[N:6][O:7][C:8]=2[CH:9]2[CH2:12][CH:11]([CH2:13][C:14]([CH3:17])([CH3:16])[CH3:15])[CH2:10]2)[CH2:3][CH2:2]1.[CH3:29][C:30]1[CH:35]=[C:34]([CH3:36])[CH:33]=[CH:32][C:31]=1[NH2:37].C1C=CC2N(O)N=NC=2C=1.CCN=C=NCCCN(C)C.Cl.C(=O)(O)[O-].[Na+], predict the reaction product. The product is: [CH:1]1([C:4]2[C:5]([CH:18]([CH2:19][C:20](=[O:22])[NH:37][C:31]3[CH:32]=[CH:33][C:34]([CH3:36])=[CH:35][C:30]=3[CH3:29])[CH2:23][CH2:24][C:25]([O:27][CH3:28])=[O:26])=[N:6][O:7][C:8]=2[CH:9]2[CH2:10][CH:11]([CH2:13][C:14]([CH3:17])([CH3:16])[CH3:15])[CH2:12]2)[CH2:3][CH2:2]1. (5) The product is: [CH3:1][O:2][C:3](=[O:32])[NH:4][CH:5]([C:9]([N:11]1[CH2:15][CH2:14][CH2:13][CH:12]1[C:16](=[O:31])[NH:17][C:18]1[CH:19]=[C:20]([C:24]2[CH:29]=[CH:28][C:27]([B:33]3[O:37][C:36]([CH3:39])([CH3:38])[C:35]([CH3:41])([CH3:40])[O:34]3)=[CH:26][CH:25]=2)[CH:21]=[CH:22][CH:23]=1)=[O:10])[CH:6]([CH3:8])[CH3:7]. Given the reactants [CH3:1][O:2][C:3](=[O:32])[NH:4][CH:5]([C:9]([N:11]1[CH2:15][CH2:14][CH2:13][CH:12]1[C:16](=[O:31])[NH:17][C:18]1[CH:19]=[C:20]([C:24]2[CH:29]=[CH:28][C:27](Cl)=[CH:26][CH:25]=2)[CH:21]=[CH:22][CH:23]=1)=[O:10])[CH:6]([CH3:8])[CH3:7].[B:33]1([B:33]2[O:37][C:36]([CH3:39])([CH3:38])[C:35]([CH3:41])([CH3:40])[O:34]2)[O:37][C:36]([CH3:39])([CH3:38])[C:35]([CH3:41])([CH3:40])[O:34]1.C1(P(C2CCCCC2)C2CCCCC2)CCCCC1.C([O-])(=O)C.[K+], predict the reaction product. (6) Given the reactants [CH2:1]([N:5]1[C:9]([CH2:10][CH2:11][S:12]([CH2:15][CH2:16][CH3:17])(=[O:14])=[O:13])=[CH:8][C:7]([C:18]([O:20]CC)=[O:19])=[N:6]1)[CH2:2][CH2:3][CH3:4].[OH-].[Na+], predict the reaction product. The product is: [CH2:1]([N:5]1[C:9]([CH2:10][CH2:11][S:12]([CH2:15][CH2:16][CH3:17])(=[O:13])=[O:14])=[CH:8][C:7]([C:18]([OH:20])=[O:19])=[N:6]1)[CH2:2][CH2:3][CH3:4].